From a dataset of Forward reaction prediction with 1.9M reactions from USPTO patents (1976-2016). Predict the product of the given reaction. (1) The product is: [F:31][C:30]1[C:29]([F:32])=[C:28]([NH2:33])[C:27]([F:34])=[C:26]([F:35])[C:25]=1[C:9]1[CH:10]=[CH:11][C:12]([CH2:15][CH2:16][CH2:17][CH2:18][CH2:19][CH2:20][CH2:21][CH3:22])=[CH:13][CH:14]=1. Given the reactants CC1(C)C(C)(C)OB([C:9]2[CH:14]=[CH:13][C:12]([CH2:15][CH2:16][CH2:17][CH2:18][CH2:19][CH2:20][CH2:21][CH3:22])=[CH:11][CH:10]=2)O1.Br[C:25]1[C:30]([F:31])=[C:29]([F:32])[C:28]([NH2:33])=[C:27]([F:34])[C:26]=1[F:35], predict the reaction product. (2) Given the reactants C(Cl)(=O)C(Cl)=O.[Br:7][C:8]1[C:9]([OH:18])=[CH:10][C:11]([OH:17])=[C:12]([CH:16]=1)[C:13]([OH:15])=O.C(N(C(C)C)CC)(C)C.[CH2:28]1[C:36]2[C:31](=[CH:32][CH:33]=[CH:34][CH:35]=2)[CH2:30][NH:29]1, predict the reaction product. The product is: [Br:7][C:8]1[CH:16]=[C:12]([C:13]([N:29]2[CH2:30][C:31]3[C:36](=[CH:35][CH:34]=[CH:33][CH:32]=3)[CH2:28]2)=[O:15])[C:11]([OH:17])=[CH:10][C:9]=1[OH:18]. (3) Given the reactants [Si:1]([O:8][CH2:9][C:10](=O)[CH2:11][C:12]1[C:13]([CH3:22])=[C:14]2[C:18](=[CH:19][CH:20]=1)[C:17](=[O:21])[O:16][CH2:15]2)([C:4]([CH3:7])([CH3:6])[CH3:5])([CH3:3])[CH3:2].[CH3:24][C:25]1[C:29](=[O:30])[O:28][CH2:27][C:26]=1[N:31]1[CH2:35][CH2:34][C:33]2([CH2:40][CH2:39][NH:38][CH2:37][CH2:36]2)[C:32]1=[O:41].C([BH3-])#N.[Na+], predict the reaction product. The product is: [Si:1]([O:8][CH2:9][CH:10]([N:38]1[CH2:39][CH2:40][C:33]2([C:32](=[O:41])[N:31]([C:26]3[CH2:27][O:28][C:29](=[O:30])[C:25]=3[CH3:24])[CH2:35][CH2:34]2)[CH2:36][CH2:37]1)[CH2:11][C:12]1[C:13]([CH3:22])=[C:14]2[C:18](=[CH:19][CH:20]=1)[C:17](=[O:21])[O:16][CH2:15]2)([C:4]([CH3:7])([CH3:6])[CH3:5])([CH3:3])[CH3:2]. (4) Given the reactants [Si:1]([O:8][CH2:9][C:10]1[O:14][N:13]=[C:12]([CH2:15]O)[CH:11]=1)([C:4]([CH3:7])([CH3:6])[CH3:5])([CH3:3])[CH3:2].C1(C)C=CC(S([Cl:26])(=O)=O)=CC=1.O, predict the reaction product. The product is: [Si:1]([O:8][CH2:9][C:10]1[O:14][N:13]=[C:12]([CH2:15][Cl:26])[CH:11]=1)([C:4]([CH3:7])([CH3:6])[CH3:5])([CH3:3])[CH3:2]. (5) Given the reactants C([O:3][C:4](=O)[C:5]1[CH:10]=[CH:9][C:8]([O:11][C:12]2[CH:17]=[CH:16][C:15]([C:18]3[CH:22]=[CH:21][S:20][CH:19]=3)=[CH:14][CH:13]=2)=[CH:7][CH:6]=1)C.[H-].[H-].[H-].[H-].[Li+].[Al+3], predict the reaction product. The product is: [S:20]1[CH:21]=[CH:22][C:18]([C:15]2[CH:16]=[CH:17][C:12]([O:11][C:8]3[CH:9]=[CH:10][C:5]([CH2:4][OH:3])=[CH:6][CH:7]=3)=[CH:13][CH:14]=2)=[CH:19]1. (6) The product is: [CH3:13][O:12][C:8]1[CH:7]=[C:5]([NH:6][C:16]2[NH:21][C:20](=[O:22])[CH:19]=[CH:18][N:17]=2)[CH:4]=[C:3]([O:2][CH3:1])[C:9]=1[O:10][CH3:11]. Given the reactants [CH3:1][O:2][C:3]1[CH:4]=[C:5]([CH:7]=[C:8]([O:12][CH3:13])[C:9]=1[O:10][CH3:11])[NH2:6].CS[C:16]1[NH:21][C:20](=[O:22])[CH:19]=[CH:18][N:17]=1.C(OCC)C, predict the reaction product. (7) Given the reactants [NH:1]1[C:9]2[C:4](=[CH:5][C:6]([C:10]([OH:12])=[O:11])=[CH:7][CH:8]=2)[CH:3]=[CH:2]1, predict the reaction product. The product is: [CH:5]1[C:6]([C:10]([OH:12])=[O:11])=[CH:7][CH:8]=[C:9]2[C:4]=1[C:3]1[C:2]([NH:1]2)=[C:2]2[NH:1][C:9]3[CH:8]=[CH:7][C:6]([C:10]([OH:12])=[O:11])=[CH:5][C:4]=3[C:3]2=[C:2]2[NH:1][C:9]3[CH:8]=[CH:7][C:6]([C:10]([OH:12])=[O:11])=[CH:5][C:4]=3[C:3]=12. (8) The product is: [Cl:23][C:15]1[CH:14]=[C:13]([C:11]2[O:10][N:9]=[C:8]([C:4]3[C:3]([O:24][CH3:25])=[C:2]([CH2:50][CH2:51][C:52]([O:54][CH2:55][CH3:56])=[O:53])[CH:7]=[CH:6][CH:5]=3)[N:12]=2)[CH:18]=[CH:17][C:16]=1[O:19][CH:20]([CH3:22])[CH3:21]. Given the reactants Br[C:2]1[C:3]([O:24][CH3:25])=[C:4]([C:8]2[N:12]=[C:11]([C:13]3[CH:18]=[CH:17][C:16]([O:19][CH:20]([CH3:22])[CH3:21])=[C:15]([Cl:23])[CH:14]=3)[O:10][N:9]=2)[CH:5]=[CH:6][CH:7]=1.CC1C=CC=CC=1P(C1C=CC=CC=1C)C1C=CC=CC=1C.Br[Zn][CH2:50][CH2:51][C:52]([O:54][CH2:55][CH3:56])=[O:53], predict the reaction product.